Dataset: Reaction yield outcomes from USPTO patents with 853,638 reactions. Task: Predict the reaction yield, written as a fraction of the theoretical maximum amount of product (1.0 means a 100% yield; for example, 0.34 means a 34% yield). (1) The reactants are [NH2:1][C:2]1[C:3]([O:20][CH3:21])=[CH:4][C:5]([CH:17]([CH3:19])[CH3:18])=[C:6]([CH:16]=1)[O:7][C:8]1[C:9]([NH2:15])=[N:10][C:11]([NH2:14])=[N:12][CH:13]=1.S(C1C=CC(C)=CC=1)(O)(=O)=O.Cl[C:34]([NH:37][NH2:38])(Cl)[CH3:35].NN. The catalyst is CO. The product is [CH:17]([C:5]1[CH:4]=[C:3]([O:20][CH3:21])[C:2]([N:1]2[CH:35]=[CH:34][N:37]=[N:38]2)=[CH:16][C:6]=1[O:7][C:8]1[C:9]([NH2:15])=[N:10][C:11]([NH2:14])=[N:12][CH:13]=1)([CH3:19])[CH3:18]. The yield is 0.310. (2) The yield is 0.420. The product is [CH:14]1([CH2:17][O:18][C:19]2[CH:24]=[C:23]([CH:2]([C:3]([O:5][CH2:6][CH3:7])=[O:4])[C:1]([O:9][CH2:10][CH3:11])=[O:8])[CH:22]=[CH:21][C:20]=2[N+:26]([O-:28])=[O:27])[CH2:15][CH2:16]1. The catalyst is CN(C=O)C. The reactants are [C:1]([O:9][CH2:10][CH3:11])(=[O:8])[CH2:2][C:3]([O:5][CH2:6][CH3:7])=[O:4].[H-].[Na+].[CH:14]1([CH2:17][O:18][C:19]2[CH:24]=[C:23](F)[CH:22]=[CH:21][C:20]=2[N+:26]([O-:28])=[O:27])[CH2:16][CH2:15]1. (3) The reactants are C[O:2][C:3](=[O:33])[C@@H:4]([NH:25][C:26]([O:28][C:29]([CH3:32])([CH3:31])[CH3:30])=[O:27])[C@H:5]([O:7][Si:8]([C:21]([CH3:24])([CH3:23])[CH3:22])([C:15]1[CH:20]=[CH:19][CH:18]=[CH:17][CH:16]=1)[C:9]1[CH:14]=[CH:13][CH:12]=[CH:11][CH:10]=1)[CH3:6].O.[OH-].[Li+].Cl. The catalyst is O1CCCC1.O. The product is [C:29]([O:28][C:26]([NH:25][C@@H:4]([C@H:5]([O:7][Si:8]([C:21]([CH3:22])([CH3:24])[CH3:23])([C:15]1[CH:16]=[CH:17][CH:18]=[CH:19][CH:20]=1)[C:9]1[CH:14]=[CH:13][CH:12]=[CH:11][CH:10]=1)[CH3:6])[C:3]([OH:33])=[O:2])=[O:27])([CH3:30])([CH3:31])[CH3:32]. The yield is 0.980. (4) The reactants are [N:1]1[CH:6]=[C:5]([CH2:7][C:8]2[C:9](=[O:15])[NH:10][C:11](=[S:14])[NH:12][CH:13]=2)[CH:4]=[N:3][CH:2]=1.CCN(C(C)C)C(C)C.[Cl:25][C:26]1[CH:42]=[CH:41][C:29]([O:30][C:31]2[CH:38]=[CH:37][C:36]([CH2:39]Cl)=[CH:35][C:32]=2[C:33]#[N:34])=[CH:28][C:27]=1[C:43]([F:46])([F:45])[F:44]. The catalyst is C(Cl)Cl. The product is [Cl:25][C:26]1[CH:42]=[CH:41][C:29]([O:30][C:31]2[CH:38]=[CH:37][C:36]([CH2:39][S:14][C:11]3[NH:12][CH:13]=[C:8]([CH2:7][C:5]4[CH:6]=[N:1][CH:2]=[N:3][CH:4]=4)[C:9](=[O:15])[N:10]=3)=[CH:35][C:32]=2[C:33]#[N:34])=[CH:28][C:27]=1[C:43]([F:44])([F:45])[F:46]. The yield is 0.431. (5) The reactants are CO[C:3]([C:5]1[CH:6]=[C:7]2[C:11](=[C:12]([CH3:14])[CH:13]=1)[NH:10][N:9]=[CH:8]2)=[O:4].[CH:15]1(Br)[CH2:19][CH2:18][CH2:17][CH2:16]1. No catalyst specified. The product is [CH:15]1([N:10]2[C:11]3[C:7](=[CH:6][C:5]([CH2:3][OH:4])=[CH:13][C:12]=3[CH3:14])[CH:8]=[N:9]2)[CH2:19][CH2:18][CH2:17][CH2:16]1. The yield is 0.120. (6) The reactants are [CH3:1][O-:2].[Na+].Cl[C:5]1[N:10]=[C:9]([S:11][CH3:12])[N:8]=[C:7]([NH:13][C:14]2[S:15][CH:16]=[CH:17][N:18]=2)[CH:6]=1. The catalyst is CO. The product is [CH3:12][S:11][C:9]1[N:8]=[C:7]([NH:13][C:14]2[S:15][CH:16]=[CH:17][N:18]=2)[CH:6]=[C:5]([O:2][CH3:1])[N:10]=1. The yield is 0.0600. (7) The reactants are [CH2:1]1[CH:12]2[CH:4]([NH:5][C:6]3[C:7]([C:13]([NH:15][C@@H:16]([CH3:20])[C:17](O)=[O:18])=[O:14])=[CH:8][CH:9]=[CH:10][C:11]=32)[CH2:3][CH2:2]1. The catalyst is C(O)(=O)C. The product is [CH3:20][C@@H:16]1[NH:15][C:13](=[O:14])[C:7]2=[C:6]3[C:11](=[CH:10][CH:9]=[CH:8]2)[CH:12]2[CH2:1][CH2:2][CH2:3][CH:4]2[N:5]3[C:17]1=[O:18]. The yield is 0.640. (8) The reactants are [C:1]([C:4]1[CH:9]=[CH:8][C:7]([CH2:10][CH2:11][C:12]([OH:14])=[O:13])=[CH:6][CH:5]=1)([OH:3])=[O:2].S(Cl)(Cl)=O.[CH3:19]O. No catalyst specified. The product is [CH3:19][O:13][C:12](=[O:14])[CH2:11][CH2:10][C:7]1[CH:8]=[CH:9][C:4]([C:1]([OH:3])=[O:2])=[CH:5][CH:6]=1. The yield is 0.840.